This data is from Catalyst prediction with 721,799 reactions and 888 catalyst types from USPTO. The task is: Predict which catalyst facilitates the given reaction. (1) Reactant: [C:1]([O:5][C:6](=[O:16])[NH:7][CH2:8][C:9]1[CH:14]=[CH:13][C:12]([NH2:15])=[CH:11][CH:10]=1)([CH3:4])([CH3:3])[CH3:2].C([N:25]=[C:26]=[S:27])(=O)C1C=CC=CC=1.CO.C(=O)([O-])[O-].[K+].[K+]. Product: [C:1]([O:5][C:6](=[O:16])[NH:7][CH2:8][C:9]1[CH:10]=[CH:11][C:12]([NH:15][C:26]([NH2:25])=[S:27])=[CH:13][CH:14]=1)([CH3:4])([CH3:2])[CH3:3]. The catalyst class is: 20. (2) Reactant: [Cl:1][C:2]1[CH:34]=[CH:33][C:5]([O:6][C:7]2[CH:12]=[CH:11][C:10]([N:13]3[C@@H:17]([C:18]4[CH:23]=[CH:22][CH:21]=[C:20]([C:24]([F:27])([F:26])[F:25])[CH:19]=4)[CH2:16][C@H:15]([CH2:28][CH2:29][CH2:30][OH:31])[C:14]3=[O:32])=[CH:9][CH:8]=2)=[CH:4][CH:3]=1.[CH3:35][S:36](Cl)(=[O:38])=[O:37]. Product: [CH3:35][S:36]([O:31][CH2:30][CH2:29][CH2:28][C@H:15]1[CH2:16][C@H:17]([C:18]2[CH:23]=[CH:22][CH:21]=[C:20]([C:24]([F:26])([F:27])[F:25])[CH:19]=2)[N:13]([C:10]2[CH:9]=[CH:8][C:7]([O:6][C:5]3[CH:4]=[CH:3][C:2]([Cl:1])=[CH:34][CH:33]=3)=[CH:12][CH:11]=2)[C:14]1=[O:32])(=[O:38])=[O:37]. The catalyst class is: 2. (3) Reactant: Cl[C:2]1[CH:10]=[C:9]([NH:11][C:12]2([C:15]3[CH:20]=[CH:19][CH:18]=[CH:17][CH:16]=3)[CH2:14][CH2:13]2)[C:5]([C:6]([NH2:8])=[O:7])=[CH:4][N:3]=1.[NH2:21][C:22]1[CH:27]=[CH:26][C:25]([N:28]2[CH2:33][CH2:32][N:31]([C:34](=[O:37])[CH2:35][CH3:36])[CH2:30][CH2:29]2)=[CH:24][CH:23]=1.C1C=CC(P(C2C(C3C(P(C4C=CC=CC=4)C4C=CC=CC=4)=CC=C4C=3C=CC=C4)=C3C(C=CC=C3)=CC=2)C2C=CC=CC=2)=CC=1.C([O-])([O-])=O.[Cs+].[Cs+]. Product: [C:15]1([C:12]2([NH:11][C:9]3[C:5]([C:6]([NH2:8])=[O:7])=[CH:4][N:3]=[C:2]([NH:21][C:22]4[CH:23]=[CH:24][C:25]([N:28]5[CH2:29][CH2:30][N:31]([C:34](=[O:37])[CH2:35][CH3:36])[CH2:32][CH2:33]5)=[CH:26][CH:27]=4)[CH:10]=3)[CH2:14][CH2:13]2)[CH:20]=[CH:19][CH:18]=[CH:17][CH:16]=1. The catalyst class is: 231. (4) Reactant: [Cl:1][C:2]1[CH:9]=[C:8]([CH3:10])[C:5]([C:6]#[N:7])=[C:4]([S:11][CH2:12][CH3:13])[CH:3]=1.ClC1C=C(C=CC=1)C(OO)=[O:19]. Product: [Cl:1][C:2]1[CH:9]=[C:8]([CH3:10])[C:5]([C:6]#[N:7])=[C:4]([S:11]([CH2:12][CH3:13])=[O:19])[CH:3]=1. The catalyst class is: 96.